Dataset: NCI-60 drug combinations with 297,098 pairs across 59 cell lines. Task: Regression. Given two drug SMILES strings and cell line genomic features, predict the synergy score measuring deviation from expected non-interaction effect. (1) Drug 1: CC1C(C(CC(O1)OC2CC(OC(C2O)C)OC3=CC4=CC5=C(C(=O)C(C(C5)C(C(=O)C(C(C)O)O)OC)OC6CC(C(C(O6)C)O)OC7CC(C(C(O7)C)O)OC8CC(C(C(O8)C)O)(C)O)C(=C4C(=C3C)O)O)O)O. Drug 2: C(CCl)NC(=O)N(CCCl)N=O. Cell line: IGROV1. Synergy scores: CSS=37.6, Synergy_ZIP=2.66, Synergy_Bliss=4.57, Synergy_Loewe=-8.26, Synergy_HSA=3.66. (2) Drug 1: C1=C(C(=O)NC(=O)N1)F. Drug 2: CC=C1C(=O)NC(C(=O)OC2CC(=O)NC(C(=O)NC(CSSCCC=C2)C(=O)N1)C(C)C)C(C)C. Cell line: UACC-257. Synergy scores: CSS=76.1, Synergy_ZIP=4.11, Synergy_Bliss=5.83, Synergy_Loewe=4.06, Synergy_HSA=9.58. (3) Drug 1: C1=CC(=CC=C1CCC2=CNC3=C2C(=O)NC(=N3)N)C(=O)NC(CCC(=O)O)C(=O)O. Drug 2: C1CN(P(=O)(OC1)NCCCl)CCCl. Cell line: NCI-H522. Synergy scores: CSS=28.7, Synergy_ZIP=-9.85, Synergy_Bliss=-3.50, Synergy_Loewe=-77.9, Synergy_HSA=-2.99. (4) Drug 1: C(CC(=O)O)C(=O)CN.Cl. Drug 2: CC12CCC3C(C1CCC2OP(=O)(O)O)CCC4=C3C=CC(=C4)OC(=O)N(CCCl)CCCl.[Na+]. Cell line: NCI-H226. Synergy scores: CSS=6.20, Synergy_ZIP=-1.51, Synergy_Bliss=2.15, Synergy_Loewe=-3.08, Synergy_HSA=-1.04. (5) Drug 1: CNC(=O)C1=CC=CC=C1SC2=CC3=C(C=C2)C(=NN3)C=CC4=CC=CC=N4. Drug 2: CC12CCC3C(C1CCC2=O)CC(=C)C4=CC(=O)C=CC34C. Cell line: NCIH23. Synergy scores: CSS=17.4, Synergy_ZIP=0.867, Synergy_Bliss=1.42, Synergy_Loewe=-7.88, Synergy_HSA=0.726.